Dataset: Peptide-MHC class II binding affinity with 134,281 pairs from IEDB. Task: Regression. Given a peptide amino acid sequence and an MHC pseudo amino acid sequence, predict their binding affinity value. This is MHC class II binding data. (1) The peptide sequence is ILGAAVNGKKSAHGS. The MHC is HLA-DQA10201-DQB10301 with pseudo-sequence HLA-DQA10201-DQB10301. The binding affinity (normalized) is 0.420. (2) The peptide sequence is SQQPYLQLQPFPQPQLPYSQ. The MHC is DRB3_0101 with pseudo-sequence DRB3_0101. The binding affinity (normalized) is 0. (3) The peptide sequence is GGLVQPGGSLRLSCA. The MHC is DRB5_0101 with pseudo-sequence DRB5_0101. The binding affinity (normalized) is 0.300. (4) The peptide sequence is ITKLGAKPDGKTDCT. The MHC is DRB1_0701 with pseudo-sequence DRB1_0701. The binding affinity (normalized) is 0.150.